This data is from Full USPTO retrosynthesis dataset with 1.9M reactions from patents (1976-2016). The task is: Predict the reactants needed to synthesize the given product. (1) Given the product [CH:1]1([CH:6]([NH:18][C:19]2[CH:20]=[CH:21][C:22]([C:23]([O:25][CH3:26])=[O:24])=[CH:27][CH:28]=2)[C:8]2[S:9][C:10]3[CH:17]=[CH:16][CH:15]=[CH:14][C:11]=3[C:12]=2[CH3:13])[CH2:5][CH2:4][CH2:3][CH2:2]1, predict the reactants needed to synthesize it. The reactants are: [CH:1]1([C:6]([C:8]2[S:9][C:10]3[CH:17]=[CH:16][CH:15]=[CH:14][C:11]=3[C:12]=2[CH3:13])=O)[CH2:5][CH2:4][CH2:3][CH2:2]1.[NH2:18][C:19]1[CH:28]=[CH:27][C:22]([C:23]([O:25][CH3:26])=[O:24])=[CH:21][CH:20]=1.C(=O)([O-])O.[Na+].C([BH3-])#N.[Na+]. (2) The reactants are: [Br:1][C:2]1[CH:7]=[C:6]([F:8])[CH:5]=[CH:4][C:3]=1[CH:9]1[N:14]=[C:13]([C:15]2[S:16][CH:17]=[CH:18][N:19]=2)[NH:12][C:11]([CH2:20][N:21]2[CH2:26][CH2:25][O:24][CH:23]([CH2:27][CH2:28][C:29](O)=[O:30])[CH2:22]2)=[C:10]1[C:32]([O:34][CH2:35][CH3:36])=[O:33].Cl.[CH3:38][NH2:39]. Given the product [Br:1][C:2]1[CH:7]=[C:6]([F:8])[CH:5]=[CH:4][C:3]=1[CH:9]1[C:10]([C:32]([O:34][CH2:35][CH3:36])=[O:33])=[C:11]([CH2:20][N:21]2[CH2:26][CH2:25][O:24][CH:23]([CH2:27][CH2:28][C:29]([NH:39][CH3:38])=[O:30])[CH2:22]2)[NH:12][C:13]([C:15]2[S:16][CH:17]=[CH:18][N:19]=2)=[N:14]1, predict the reactants needed to synthesize it. (3) Given the product [CH3:23][C:2]([CH3:1])([O:4][C:5]([NH:7][C@H:8]([CH2:13][C:14]1[CH:19]=[C:18]([F:20])[C:17]([F:21])=[CH:16][C:15]=1[F:22])[CH2:9][C:10]([N:33]1[CH2:32][CH2:31][N:30]2[C:26]([C:25]([F:36])([F:24])[F:35])=[N:27][N:28]=[C:29]2[CH2:34]1)=[O:12])=[O:6])[CH3:3], predict the reactants needed to synthesize it. The reactants are: [CH3:1][C:2]([CH3:23])([O:4][C:5]([NH:7][C@H:8]([CH2:13][C:14]1[CH:19]=[C:18]([F:20])[C:17]([F:21])=[CH:16][C:15]=1[F:22])[CH2:9][C:10]([OH:12])=O)=[O:6])[CH3:3].[F:24][C:25]([F:36])([F:35])[C:26]1[N:30]2[CH2:31][CH2:32][NH:33][CH2:34][C:29]2=[N:28][N:27]=1. (4) Given the product [F:14][C:12]1[CH:13]=[C:8]([C:6]2[N:7]=[C:2]([NH:33][C:32]3[CH:34]=[CH:35][C:36]([O:37][CH3:38])=[C:30]([O:29][CH3:28])[CH:31]=3)[C:3]3[NH:18][N:17]=[CH:16][C:4]=3[N:5]=2)[CH:9]=[C:10]([F:15])[CH:11]=1, predict the reactants needed to synthesize it. The reactants are: Cl[C:2]1[C:3]2[C:4](=[CH:16][N:17](CC3C=CC(OC)=CC=3)[N:18]=2)[N:5]=[C:6]([C:8]2[CH:13]=[C:12]([F:14])[CH:11]=[C:10]([F:15])[CH:9]=2)[N:7]=1.[CH3:28][O:29][C:30]1[CH:31]=[C:32]([CH:34]=[CH:35][C:36]=1[O:37][CH3:38])[NH2:33].Cl.